From a dataset of Peptide-MHC class I binding affinity with 185,985 pairs from IEDB/IMGT. Regression. Given a peptide amino acid sequence and an MHC pseudo amino acid sequence, predict their binding affinity value. This is MHC class I binding data. (1) The peptide sequence is RVWIEENPW. The MHC is HLA-A32:01 with pseudo-sequence HLA-A32:01. The binding affinity (normalized) is 0.625. (2) The peptide sequence is LMNFHQKKN. The MHC is HLA-B15:01 with pseudo-sequence HLA-B15:01. The binding affinity (normalized) is 0. (3) The peptide sequence is KMNAKAATL. The MHC is BoLA-JSP.1 with pseudo-sequence BoLA-JSP.1. The binding affinity (normalized) is 0.505.